The task is: Predict the product of the given reaction.. This data is from Forward reaction prediction with 1.9M reactions from USPTO patents (1976-2016). (1) Given the reactants [Br:1][C:2]1[C:3]([CH:11]2[CH2:13][CH2:12]2)=[N:4][C:5]([OH:10])=[C:6]([CH:9]=1)[C:7]#[N:8].[S:14](Cl)([C:17]1[CH:23]=[CH:22][C:20]([CH3:21])=[CH:19][CH:18]=1)(=[O:16])=[O:15].CCN(CC)CC, predict the reaction product. The product is: [CH3:21][C:20]1[CH:22]=[CH:23][C:17]([S:14]([O:10][C:5]2[C:6]([C:7]#[N:8])=[CH:9][C:2]([Br:1])=[C:3]([CH:11]3[CH2:12][CH2:13]3)[N:4]=2)(=[O:16])=[O:15])=[CH:18][CH:19]=1. (2) Given the reactants [CH:1]1([CH2:4][O:5][C:6]2[CH:14]=[CH:13][C:9]3[O:10][CH2:11][O:12][C:8]=3[C:7]=2[C:15]2[C:16]3[NH:23][C:22]([CH3:24])=[C:21]([C:25]([OH:27])=O)[C:17]=3[N:18]=[CH:19][N:20]=2)[CH2:3][CH2:2]1.CCN(C(C)C)C(C)C.[NH2:37][C@@H:38]([C:48]([N:50]1[CH2:55][CH2:54][CH:53]([N:56]2[N:65]=[C:64]([C:66]3[CH:71]=[CH:70][C:69]([O:72][CH3:73])=[C:68]([O:74][CH3:75])[CH:67]=3)[C@@H:63]3[C@@H:58]([CH2:59][CH2:60][CH2:61][CH2:62]3)[C:57]2=[O:76])[CH2:52][CH2:51]1)=[O:49])[CH2:39][C:40]1[CH:47]=[CH:46][C:43]([C:44]#[N:45])=[CH:42][CH:41]=1.CCOC(C(C#N)=NOC(N1CCOCC1)=[N+](C)C)=O.F[P-](F)(F)(F)(F)F.C(=O)(O)[O-].[Na+], predict the reaction product. The product is: [C:44]([C:43]1[CH:42]=[CH:41][C:40]([CH2:39][C@@H:38]([NH:37][C:25]([C:21]2[C:17]3[N:18]=[CH:19][N:20]=[C:15]([C:7]4[C:8]5[O:12][CH2:11][O:10][C:9]=5[CH:13]=[CH:14][C:6]=4[O:5][CH2:4][CH:1]4[CH2:2][CH2:3]4)[C:16]=3[NH:23][C:22]=2[CH3:24])=[O:27])[C:48]([N:50]2[CH2:55][CH2:54][CH:53]([N:56]3[N:65]=[C:64]([C:66]4[CH:71]=[CH:70][C:69]([O:72][CH3:73])=[C:68]([O:74][CH3:75])[CH:67]=4)[C@@H:63]4[C@@H:58]([CH2:59][CH2:60][CH2:61][CH2:62]4)[C:57]3=[O:76])[CH2:52][CH2:51]2)=[O:49])=[CH:47][CH:46]=1)#[N:45]. (3) Given the reactants [CH3:1][C@@H:2]1[N:13]([CH3:14])[C:12](=[O:15])[C@H:11]([CH2:16][C:17]([O:19]C(C)(C)C)=[O:18])[CH2:10][CH:9]=[CH:8][CH2:7][CH2:6][C:5](=[O:24])[O:4][C@@H:3]1[C:25]1[CH:30]=[CH:29][CH:28]=[CH:27][CH:26]=1.FC(F)(F)C(O)=O, predict the reaction product. The product is: [CH3:1][C@@H:2]1[N:13]([CH3:14])[C:12](=[O:15])[C@H:11]([CH2:16][C:17]([OH:19])=[O:18])[CH2:10][CH:9]=[CH:8][CH2:7][CH2:6][C:5](=[O:24])[O:4][C@@H:3]1[C:25]1[CH:26]=[CH:27][CH:28]=[CH:29][CH:30]=1. (4) The product is: [CH3:50][O:49][C:44]1[CH:45]=[CH:46][CH:47]=[CH:48][C:43]=1[N:40]1[CH2:39][CH2:38][N:37]([C:33]2[CH:32]=[N:31][C:30]3[C:35]([N:34]=2)=[CH:36][C:27]([C:9]2[CH:10]=[C:11]([NH:15][S:16]([C:19]4[CH:20]=[CH:21][CH:22]=[CH:23][CH:24]=4)(=[O:17])=[O:18])[CH:12]=[N:13][CH:14]=2)=[CH:28][CH:29]=3)[CH2:42][CH2:41]1. Given the reactants CC1(C)C(C)(C)OB([C:9]2[CH:10]=[C:11]([NH:15][S:16]([C:19]3[CH:24]=[CH:23][CH:22]=[CH:21][CH:20]=3)(=[O:18])=[O:17])[CH:12]=[N:13][CH:14]=2)O1.Br[C:27]1[CH:36]=[C:35]2[C:30]([N:31]=[CH:32][C:33]([N:37]3[CH2:42][CH2:41][N:40]([C:43]4[CH:48]=[CH:47][CH:46]=[CH:45][C:44]=4[O:49][CH3:50])[CH2:39][CH2:38]3)=[N:34]2)=[CH:29][CH:28]=1, predict the reaction product.